This data is from Forward reaction prediction with 1.9M reactions from USPTO patents (1976-2016). The task is: Predict the product of the given reaction. (1) Given the reactants [NH2:1][C:2]1[C:3]2[N:4]([C:14]([CH3:18])=[C:15]([CH3:17])[N:16]=2)[CH:5]=[C:6]([C:8]([O:10][CH:11]([CH3:13])[CH3:12])=[O:9])[CH:7]=1.[I-].[Na+].C(=O)([O-])[O-].[K+].[K+].Cl[CH:28]1[C:37]2[C:32](=[CH:33][CH:34]=[CH:35][CH:36]=2)[CH2:31][O:30][CH2:29]1, predict the reaction product. The product is: [CH2:31]1[C:32]2[C:37](=[CH:36][CH:35]=[CH:34][CH:33]=2)[CH:28]([NH:1][C:2]2[C:3]3[N:4]([C:14]([CH3:18])=[C:15]([CH3:17])[N:16]=3)[CH:5]=[C:6]([C:8]([O:10][CH:11]([CH3:13])[CH3:12])=[O:9])[CH:7]=2)[CH2:29][O:30]1. (2) Given the reactants C[Al](C)C.[NH2:5][O:6][CH2:7][CH2:8][C:9]([CH3:16])([CH3:15])[CH2:10][C:11](OC)=[O:12].CC(C)=O.O, predict the reaction product. The product is: [CH3:15][C:9]1([CH3:16])[CH2:8][CH2:7][O:6][NH:5][C:11](=[O:12])[CH2:10]1. (3) Given the reactants C[O:2][C:3]([C:5]1[CH:13]=[C:12]2[C:8]([CH:9]=[CH:10][N:11]2[CH3:14])=[CH:7][CH:6]=1)=O.[H-].C([Al+]CC(C)C)C(C)C, predict the reaction product. The product is: [OH:2][CH2:3][C:5]1[CH:13]=[C:12]2[C:8]([CH:9]=[CH:10][N:11]2[CH3:14])=[CH:7][CH:6]=1. (4) Given the reactants [N:1]1[CH:6]=[CH:5][CH:4]=[CH:3][C:2]=1[NH:7][C:8](=[O:14])[O:9][C:10]([CH3:13])([CH3:12])[CH3:11].CN(C)CCN(C)C.C([Li])CCC.[B:28](OC(C)C)([O:33]C(C)C)[O:29]C(C)C.[Cl-].[NH4+], predict the reaction product. The product is: [C:10]([O:9][C:8]([NH:7][C:2]1[C:3]([B:28]([OH:33])[OH:29])=[CH:4][CH:5]=[CH:6][N:1]=1)=[O:14])([CH3:11])([CH3:13])[CH3:12]. (5) Given the reactants [CH3:1][C:2]1([CH3:8])[CH2:7][CH2:6][CH2:5][NH:4][CH2:3]1.[N:9]([O-])=[O:10].[Na+], predict the reaction product. The product is: [CH3:1][C:2]1([CH3:8])[CH2:7][CH2:6][CH2:5][N:4]([N:9]=[O:10])[CH2:3]1.